Dataset: Forward reaction prediction with 1.9M reactions from USPTO patents (1976-2016). Task: Predict the product of the given reaction. (1) Given the reactants [C:1]([O:5][C:6]([N:8]1[C:16]2[C:11](=[CH:12][CH:13]=[C:14]([N+:17]([O-:19])=[O:18])[CH:15]=2)[C:10](I)=[N:9]1)=[O:7])([CH3:4])([CH3:3])[CH3:2].[CH3:21][O:22][C:23]([C:25]1[CH:30]=[CH:29][C:28](B(O)O)=[CH:27][CH:26]=1)=[O:24], predict the reaction product. The product is: [CH3:21][O:22][C:23]([C:25]1[CH:30]=[CH:29][C:28]([C:10]2[C:11]3[C:16](=[CH:15][C:14]([N+:17]([O-:19])=[O:18])=[CH:13][CH:12]=3)[N:8]([C:6]([O:5][C:1]([CH3:4])([CH3:3])[CH3:2])=[O:7])[N:9]=2)=[CH:27][CH:26]=1)=[O:24]. (2) Given the reactants [S:1]1[C:5]2[CH:6]=[CH:7][CH:8]=[CH:9][C:4]=2[CH:3]=[C:2]1[S:10](Cl)(=[O:12])=[O:11].[NH2:14][C:15]1[CH:16]=[C:17]([CH:21]=[CH:22][CH:23]=1)[C:18]([OH:20])=[O:19], predict the reaction product. The product is: [S:1]1[C:5]2[CH:6]=[CH:7][CH:8]=[CH:9][C:4]=2[CH:3]=[C:2]1[S:10]([NH:14][C:15]1[CH:16]=[C:17]([CH:21]=[CH:22][CH:23]=1)[C:18]([OH:20])=[O:19])(=[O:12])=[O:11]. (3) Given the reactants Cl[C:2]1[C:11]2=[N:12][N:13](CC3C=CC(OC)=CC=3)[CH:14]=[C:10]2[C:9]2[CH:8]=[C:7]([O:24][CH3:25])[CH:6]=[CH:5][C:4]=2[N:3]=1.[O:26]1[CH2:31][CH2:30][N:29]([C:32]2[N:37]=[CH:36][C:35]([NH2:38])=[CH:34][CH:33]=2)[CH2:28][CH2:27]1.Cl, predict the reaction product. The product is: [CH3:25][O:24][C:7]1[CH:6]=[CH:5][C:4]2[N:3]=[C:2]([NH:38][C:35]3[CH:36]=[N:37][C:32]([N:29]4[CH2:28][CH2:27][O:26][CH2:31][CH2:30]4)=[CH:33][CH:34]=3)[C:11]3[NH:12][N:13]=[CH:14][C:10]=3[C:9]=2[CH:8]=1. (4) Given the reactants P(Cl)(Cl)(Cl)=O.[Br:6][C:7]1[CH:8]=[C:9]2[C:14](=[CH:15][CH:16]=1)[C:13](=[O:17])[N:12]([CH2:18][CH2:19][CH2:20][Cl:21])[CH:11]=[CH:10]2.CN([CH:25]=[O:26])C, predict the reaction product. The product is: [Br:6][C:7]1[CH:8]=[C:9]2[C:14](=[CH:15][CH:16]=1)[C:13](=[O:17])[N:12]([CH2:18][CH2:19][CH2:20][Cl:21])[CH:11]=[C:10]2[CH:25]=[O:26]. (5) Given the reactants O=C1C2C(=CC=CC=2)C(=O)[N:3]1[CH2:12][CH2:13][C:14]1[S:18][C:17]([NH:19][C:20]([NH:22][C:23]2[CH:28]=[CH:27][CH:26]=[C:25]([F:29])[CH:24]=2)=[O:21])=[N:16][CH:15]=1.NN, predict the reaction product. The product is: [NH2:3][CH2:12][CH2:13][C:14]1[S:18][C:17]([NH:19][C:20]([NH:22][C:23]2[CH:28]=[CH:27][CH:26]=[C:25]([F:29])[CH:24]=2)=[O:21])=[N:16][CH:15]=1. (6) Given the reactants CS(O[CH:6]1[CH2:11][CH2:10][N:9]([C:12]([O:14][C:15]([CH3:18])([CH3:17])[CH3:16])=[O:13])[CH2:8][CH2:7]1)(=O)=O.[NH:19]1[CH:23]=[C:22]([C:24]([O:26][CH2:27][CH3:28])=[O:25])[CH:21]=[N:20]1.[H-].[Na+].O, predict the reaction product. The product is: [CH2:27]([O:26][C:24]([C:22]1[CH:23]=[N:19][N:20]([CH:6]2[CH2:11][CH2:10][N:9]([C:12]([O:14][C:15]([CH3:18])([CH3:17])[CH3:16])=[O:13])[CH2:8][CH2:7]2)[CH:21]=1)=[O:25])[CH3:28]. (7) Given the reactants [Cl-].[CH3:2][C:3]1[CH:4]=[CH:5][N:6]2[C:11]=1[C:10](=[O:12])[N:9]([C:13]1[CH:18]=[CH:17][CH:16]=[CH:15][CH:14]=1)[C:8]([C@@H:19]([NH3+:21])[CH3:20])=[N:7]2.Cl[C:23]1[C:24]2[C:31]([S:32][C:33]3[CH:38]=[C:37]([F:39])[CH:36]=[CH:35][C:34]=3[O:40][CH3:41])=[CH:30][N:29]([CH2:42][O:43][CH2:44][CH2:45][Si:46]([CH3:49])([CH3:48])[CH3:47])[C:25]=2[N:26]=[CH:27][N:28]=1.[F-].[Cs+].C(N(CC)C(C)C)(C)C, predict the reaction product. The product is: [F:39][C:37]1[CH:36]=[CH:35][C:34]([O:40][CH3:41])=[C:33]([S:32][C:31]2[C:24]3[C:23]([NH:21][C@H:19]([C:8]4[N:9]([C:13]5[CH:18]=[CH:17][CH:16]=[CH:15][CH:14]=5)[C:10](=[O:12])[C:11]5=[C:3]([CH3:2])[CH:4]=[CH:5][N:6]5[N:7]=4)[CH3:20])=[N:28][CH:27]=[N:26][C:25]=3[N:29]([CH2:42][O:43][CH2:44][CH2:45][Si:46]([CH3:48])([CH3:47])[CH3:49])[CH:30]=2)[CH:38]=1. (8) Given the reactants C(=O)([O-])[O-].[K+].[K+].Br[CH2:8][C:9]([O:11]C)=[O:10].[O:13]=[C:14]1[NH:22][C:21]2[C:16](=[N:17][C:18]([C:23]3[N:27]4[CH:28]=[C:29]([C:32]#[N:33])[CH:30]=[CH:31][C:26]4=[N:25][CH:24]=3)=[N:19][CH:20]=2)[N:15]1[CH:34]1[CH2:39][CH2:38][O:37][CH2:36][CH2:35]1.[OH-].[Na+].Cl, predict the reaction product. The product is: [C:32]([C:29]1[CH:30]=[CH:31][C:26]2[N:27]([C:23]([C:18]3[N:17]=[C:16]4[C:21]([N:22]([CH2:8][C:9]([OH:11])=[O:10])[C:14](=[O:13])[N:15]4[CH:34]4[CH2:39][CH2:38][O:37][CH2:36][CH2:35]4)=[CH:20][N:19]=3)=[CH:24][N:25]=2)[CH:28]=1)#[N:33]. (9) Given the reactants [C:1]([C:3]1[CH:11]=[CH:10][C:6]([C:7]([OH:9])=O)=[CH:5][CH:4]=1)#[N:2].C(Cl)(=O)C(Cl)=O.CCN(C(C)C)C(C)C.[NH2:27][C:28]1[CH:33]=[CH:32][N:31]=[CH:30][CH:29]=1, predict the reaction product. The product is: [C:1]([C:3]1[CH:4]=[CH:5][C:6]([C:7]([NH:27][C:28]2[CH:33]=[CH:32][N:31]=[CH:30][CH:29]=2)=[O:9])=[CH:10][CH:11]=1)#[N:2]. (10) The product is: [N+:2]([C:5]1[C:14]2[C:9](=[CH:10][CH:11]=[CH:12][CH:13]=2)[CH:8]=[CH:7][N:6]=1)([O-:4])=[O:3]. Given the reactants Br.[N+:2]([CH:5]1[C:14]2[C:9](=[CH:10][CH:11]=[CH:12][CH:13]=2)[CH:8]=[CH:7][NH:6]1)([O-:4])=[O:3], predict the reaction product.